Dataset: Reaction yield outcomes from USPTO patents with 853,638 reactions. Task: Predict the reaction yield, written as a fraction of the theoretical maximum amount of product (1.0 means a 100% yield; for example, 0.34 means a 34% yield). (1) The reactants are [CH2:1](Br)[C:2]1[CH:7]=[CH:6][CH:5]=[CH:4][CH:3]=1.CCN(C(C)C)C(C)C.[OH:18][C:19]1[C:23]([OH:24])=[C:22]([C:25]([O:27][CH2:28][CH3:29])=[O:26])[N:21]([C:30]2[CH:35]=[CH:34][C:33]([O:36][CH3:37])=[CH:32][CH:31]=2)[C:20]=1[C:38]([O:40][CH2:41][CH3:42])=[O:39]. The catalyst is CCO. The product is [CH2:1]([O:18][C:19]1[C:23]([OH:24])=[C:22]([C:25]([O:27][CH2:28][CH3:29])=[O:26])[N:21]([C:30]2[CH:35]=[CH:34][C:33]([O:36][CH3:37])=[CH:32][CH:31]=2)[C:20]=1[C:38]([O:40][CH2:41][CH3:42])=[O:39])[C:2]1[CH:7]=[CH:6][CH:5]=[CH:4][CH:3]=1. The yield is 0.370. (2) The reactants are CCN(C(C)C)C(C)C.Cl.[Cl:11][C:12]1[CH:13]=[C:14]([O:25][CH3:26])[C:15]([S:20]([CH2:23][CH3:24])(=[O:22])=[O:21])=[C:16]([CH2:18][NH2:19])[CH:17]=1.[NH2:27][C:28]1[C:36]([Cl:37])=[C:35]([CH2:38][N:39]2[CH2:44][CH2:43][CH2:42][C@@H:41]([NH:45][C:46]([O:48][C:49]([CH3:52])([CH3:51])[CH3:50])=[O:47])[CH2:40]2)[C:34]([C:53]([F:56])([F:55])[F:54])=[CH:33][C:29]=1[C:30](O)=[O:31].CN(C(ON1N=NC2C=CC=NC1=2)=[N+](C)C)C.F[P-](F)(F)(F)(F)F. The catalyst is CN(C=O)C.O. The product is [NH2:27][C:28]1[C:36]([Cl:37])=[C:35]([CH2:38][N:39]2[CH2:44][CH2:43][CH2:42][C@@H:41]([NH:45][C:46](=[O:47])[O:48][C:49]([CH3:50])([CH3:52])[CH3:51])[CH2:40]2)[C:34]([C:53]([F:56])([F:54])[F:55])=[CH:33][C:29]=1[C:30](=[O:31])[NH:19][CH2:18][C:16]1[CH:17]=[C:12]([Cl:11])[CH:13]=[C:14]([O:25][CH3:26])[C:15]=1[S:20]([CH2:23][CH3:24])(=[O:21])=[O:22]. The yield is 0.680. (3) The reactants are C([Li])CCC.C(NC(C)C)(C)C.[C:13]([N:20]1[CH2:25][CH2:24][C:23](=[O:26])[CH2:22][CH2:21]1)([O:15][C:16]([CH3:19])([CH3:18])[CH3:17])=[O:14].[C:27](OCC)(=[O:33])[C:28]([O:30][CH2:31][CH3:32])=[O:29].Cl. The catalyst is CCCCC.O1CCCC1.O. The product is [C:16]([O:15][C:13]([N:20]1[CH2:25][CH2:24][C:23](=[O:26])[CH:22]([C:27](=[O:33])[C:28]([O:30][CH2:31][CH3:32])=[O:29])[CH2:21]1)=[O:14])([CH3:19])([CH3:18])[CH3:17]. The yield is 0.666.